From a dataset of Catalyst prediction with 721,799 reactions and 888 catalyst types from USPTO. Predict which catalyst facilitates the given reaction. Reactant: [Cl:1][C:2]1[C:3]([NH2:13])=[C:4]([NH2:12])[CH:5]=[C:6]([C:8]([F:11])([F:10])[F:9])[CH:7]=1.[CH3:14][C:15]1[C:16]([N:20]=[C:21]=[S:22])=[CH:17][S:18][CH:19]=1. Product: [NH2:13][C:3]1[C:2]([Cl:1])=[CH:7][C:6]([C:8]([F:11])([F:10])[F:9])=[CH:5][C:4]=1[NH:12][C:21]([NH:20][C:16]1[C:15]([CH3:14])=[CH:19][S:18][CH:17]=1)=[S:22]. The catalyst class is: 1.